This data is from Human liver microsome stability data. The task is: Regression/Classification. Given a drug SMILES string, predict its absorption, distribution, metabolism, or excretion properties. Task type varies by dataset: regression for continuous measurements (e.g., permeability, clearance, half-life) or binary classification for categorical outcomes (e.g., BBB penetration, CYP inhibition). Dataset: hlm. (1) The drug is COc1cccc(OC)c1-c1cc2c(N[C@H](CO)c3ccccc3)ncnc2s1. The result is 0 (unstable in human liver microsomes). (2) The compound is Cc1nc(-c2nc3ccc(F)cc3n2C)c(C)c(-c2ccc3c(c2C)N(C)CCO3)c1[C@H](OC(C)(C)C)C(=O)O. The result is 0 (unstable in human liver microsomes). (3) The molecule is COc1ccc2c(c1)[C@]1(C[C@H]1c1ccc3c(C=Cc4ccc(CN5[C@H](C)CN(C)C[C@@H]5C)cc4)[nH]nc3c1)C(=O)N2. The result is 0 (unstable in human liver microsomes).